Dataset: Full USPTO retrosynthesis dataset with 1.9M reactions from patents (1976-2016). Task: Predict the reactants needed to synthesize the given product. (1) Given the product [Br:1][C:2]1[CH:3]=[N:4][C:5]2[N:6]([N:8]=[C:9]([C:11]([N:27]3[CH2:26][CH2:25][C:24]4[C:29](=[CH:30][C:21]([C:20]5[C:15]([F:14])=[N:16][CH:17]=[CH:18][CH:19]=5)=[CH:22][CH:23]=4)[CH:28]3[CH3:31])=[O:13])[CH:10]=2)[CH:7]=1, predict the reactants needed to synthesize it. The reactants are: [Br:1][C:2]1[CH:3]=[N:4][C:5]2[N:6]([N:8]=[C:9]([C:11]([OH:13])=O)[CH:10]=2)[CH:7]=1.[F:14][C:15]1[C:20]([C:21]2[CH:30]=[C:29]3[C:24]([CH2:25][CH2:26][NH:27][CH:28]3[CH3:31])=[CH:23][CH:22]=2)=[CH:19][CH:18]=[CH:17][N:16]=1. (2) The reactants are: [CH2:1]([C:20]1[CH:25]=[CH:24][N:23]=[CH:22][CH:21]=1)[CH2:2][CH2:3][CH2:4][CH2:5][CH2:6][CH2:7][CH2:8][CH2:9][CH2:10][CH2:11][CH2:12][CH2:13][CH2:14][CH2:15][CH2:16][CH2:17][CH2:18][CH3:19].[NH2-].[Na+].C[N:29](C)C1C=CC=CC=1. Given the product [NH2:29][C:24]1[CH:25]=[C:20]([CH2:1][CH2:2][CH2:3][CH2:4][CH2:5][CH2:6][CH2:7][CH2:8][CH2:9][CH2:10][CH2:11][CH2:12][CH2:13][CH2:14][CH2:15][CH2:16][CH2:17][CH2:18][CH3:19])[CH:21]=[CH:22][N:23]=1, predict the reactants needed to synthesize it. (3) Given the product [NH2:50][CH2:49][CH2:48][O:47][C:38]1[N:39]=[C:40]([C:42]([NH:44][O:45][CH3:46])=[O:43])[CH:41]=[C:36]([N:33]2[CH2:34][CH2:35][CH:30]([NH:29][C:27]([C:21]3[NH:22][C:23]([CH3:26])=[C:24]([Cl:25])[C:20]=3[Cl:19])=[O:28])[CH2:31][CH2:32]2)[N:37]=1, predict the reactants needed to synthesize it. The reactants are: Cl.NC1CCN(C2C=C(C=C(Cl)N=2)C(N)=O)CC1.[Cl:19][C:20]1[C:24]([Cl:25])=[C:23]([CH3:26])[NH:22][C:21]=1[C:27]([NH:29][CH:30]1[CH2:35][CH2:34][N:33]([C:36]2[CH:41]=[C:40]([C:42]([NH:44][O:45][CH3:46])=[O:43])[N:39]=[C:38]([O:47][CH2:48][CH2:49][NH:50]C(=O)OC(C)(C)C)[N:37]=2)[CH2:32][CH2:31]1)=[O:28]. (4) The reactants are: C(=O)(O)[O-].[Na+].[Cl:6][C:7]1[CH:12]=[CH:11][CH:10]=[C:9]([Cl:13])[C:8]=1[C:14]1[C:18]([CH2:19][O:20][C:21]2[CH:26]=[CH:25][C:24]([C:27]3[CH:36]=[C:35]4[C:30]([C:31]([C:38]([O:40]CC)=[O:39])=[CH:32][C:33](=[O:37])[O:34]4)=[CH:29][CH:28]=3)=[CH:23][CH:22]=2)=[C:17]([CH:43]([CH3:45])[CH3:44])[O:16][N:15]=1.O1CCCC1.[OH-].[K+]. Given the product [Cl:13][C:9]1[CH:10]=[CH:11][CH:12]=[C:7]([Cl:6])[C:8]=1[C:14]1[C:18]([CH2:19][O:20][C:21]2[CH:22]=[CH:23][C:24]([C:27]3[CH:36]=[C:35]4[C:30]([C:31]([C:38]([OH:40])=[O:39])=[CH:32][C:33](=[O:37])[O:34]4)=[CH:29][CH:28]=3)=[CH:25][CH:26]=2)=[C:17]([CH:43]([CH3:45])[CH3:44])[O:16][N:15]=1, predict the reactants needed to synthesize it. (5) Given the product [NH2:1][C:4]1[CH:5]=[CH:6][C:7]2[O:12][C@@:11]([CH3:18])([CH:13]([O:14][CH3:15])[O:16][CH3:17])[C@H:10]([OH:19])[C@@H:9]([N:20]([C:28]3[CH:29]=[CH:30][C:31]([Cl:34])=[CH:32][CH:33]=3)[CH2:21][C:22]3[N:23]=[N:24][N:25]([CH3:27])[N:26]=3)[C:8]=2[CH:35]=1, predict the reactants needed to synthesize it. The reactants are: [N+:1]([C:4]1[CH:5]=[CH:6][C:7]2[O:12][C@@:11]([CH3:18])([CH:13]([O:16][CH3:17])[O:14][CH3:15])[C@H:10]([OH:19])[C@@H:9]([N:20]([C:28]3[CH:33]=[CH:32][C:31]([Cl:34])=[CH:30][CH:29]=3)[CH2:21][C:22]3[N:23]=[N:24][N:25]([CH3:27])[N:26]=3)[C:8]=2[CH:35]=1)([O-])=O.[BH4-].[Na+].C(OCC)(=O)C. (6) Given the product [N:1]1([CH2:6][C:7]2[CH:8]=[C:9]([CH:38]=[C:39]([Cl:41])[CH:40]=2)/[CH:10]=[CH:11]/[C:12]2[CH:13]=[CH:14][C:15]([N:18]3[CH2:23][CH2:22][N:21]([S:24]([CH:27]4[CH2:32][CH2:28]4)(=[O:25])=[O:26])[CH2:20][CH2:19]3)=[CH:16][CH:17]=2)[CH:5]=[CH:4][N:3]=[CH:2]1, predict the reactants needed to synthesize it. The reactants are: [N:1]1([CH2:6][C:7]2[CH:8]=[C:9]([CH:38]=[C:39]([Cl:41])[CH:40]=2)/[CH:10]=[CH:11]/[C:12]2[CH:17]=[CH:16][C:15]([N:18]3[CH2:23][CH2:22][N:21]([S:24]([C:27]4[CH:32]=CC=C(OC(F)(F)F)[CH:28]=4)(=[O:26])=[O:25])[CH2:20][CH2:19]3)=[CH:14][CH:13]=2)[CH:5]=[CH:4][N:3]=[CH:2]1.C1(S(Cl)(=O)=O)CC1.FC(F)(F)OC1C=C(S(Cl)(=O)=O)C=CC=1.